From a dataset of Full USPTO retrosynthesis dataset with 1.9M reactions from patents (1976-2016). Predict the reactants needed to synthesize the given product. The reactants are: [C:1]([O:5][C:6]([N:8]1[CH2:12][CH2:11][CH2:10][C@H:9]1[CH2:13][NH:14][C:15]1[CH:20]=[CH:19][C:18]([CH:21]=[CH:22][C:23](=[O:29])[N:24]([CH2:27][CH3:28])[CH2:25][CH3:26])=[CH:17][C:16]=1[O:30][C:31]1[CH:36]=[CH:35][C:34]([O:37][CH3:38])=[CH:33][CH:32]=1)=[O:7])([CH3:4])([CH3:3])[CH3:2]. Given the product [C:1]([O:5][C:6]([N:8]1[CH2:12][CH2:11][CH2:10][C@H:9]1[CH2:13][NH:14][C:15]1[CH:20]=[CH:19][C:18]([CH2:21][CH2:22][C:23](=[O:29])[N:24]([CH2:25][CH3:26])[CH2:27][CH3:28])=[CH:17][C:16]=1[O:30][C:31]1[CH:32]=[CH:33][C:34]([O:37][CH3:38])=[CH:35][CH:36]=1)=[O:7])([CH3:2])([CH3:3])[CH3:4], predict the reactants needed to synthesize it.